This data is from Full USPTO retrosynthesis dataset with 1.9M reactions from patents (1976-2016). The task is: Predict the reactants needed to synthesize the given product. (1) Given the product [O:11]1[C:4]2[C:5](=[CH:6][CH:1]=[CH:2][CH:3]=2)[CH2:7][CH2:9][CH2:10]1, predict the reactants needed to synthesize it. The reactants are: [CH:1]1[CH:2]=[CH:3][C:4]2[O:11][CH2:10][CH2:9][C:7](=O)[C:5]=2[CH:6]=1. (2) Given the product [F:12][C:9]([F:10])([F:11])[C:7]1[CH:6]=[C:5]([C@H:13]([O:15][C@H:16]2[CH2:20][N:19]([C:21]([O:23][C:24]([CH3:26])([CH3:27])[CH3:25])=[O:22])[C@@H:18]([CH2:28][C:29]([CH3:45])([CH3:34])[C:30]([O:32][CH3:33])=[O:31])[C@@H:17]2[C:35]2[CH:40]=[CH:39][C:38]([F:41])=[CH:37][CH:36]=2)[CH3:14])[CH:4]=[C:3]([C:2]([F:1])([F:42])[F:43])[CH:8]=1, predict the reactants needed to synthesize it. The reactants are: [F:1][C:2]([F:43])([F:42])[C:3]1[CH:4]=[C:5]([C@H:13]([O:15][C@H:16]2[CH2:20][N:19]([C:21]([O:23][C:24]([CH3:27])([CH3:26])[CH3:25])=[O:22])[C@@H:18]([CH2:28][CH:29]([CH3:34])[C:30]([O:32][CH3:33])=[O:31])[C@@H:17]2[C:35]2[CH:40]=[CH:39][C:38]([F:41])=[CH:37][CH:36]=2)[CH3:14])[CH:6]=[C:7]([C:9]([F:12])([F:11])[F:10])[CH:8]=1.[Li+].[CH3:45][Si]([N-][Si](C)(C)C)(C)C.CI. (3) Given the product [CH:50]1([N:54]2[CH2:59][CH2:58][N:57]([C:12]([C@@H:10]3[CH2:11][C@H:9]3[C:6]3[CH:7]=[N:8][C:3]([C:2]([F:1])([F:16])[F:15])=[CH:4][CH:5]=3)=[O:14])[CH2:56][CH2:55]2)[CH2:53][CH2:52][CH2:51]1, predict the reactants needed to synthesize it. The reactants are: [F:1][C:2]([F:16])([F:15])[C:3]1[N:8]=[CH:7][C:6]([C@@H:9]2[CH2:11][C@H:10]2[C:12]([OH:14])=O)=[CH:5][CH:4]=1.CCN(C(C)C)C(C)C.CN(C(ON1N=NC2C=CC=CC1=2)=[N+](C)C)C.[B-](F)(F)(F)F.Cl.Cl.[CH:50]1([N:54]2[CH2:59][CH2:58][NH:57][CH2:56][CH2:55]2)[CH2:53][CH2:52][CH2:51]1. (4) Given the product [F:37][C:36]([F:39])([F:38])[C:34]([OH:40])=[O:35].[CH:1]1([C@H:7]2[CH2:11][NH:10][C@H:9]([C@H:19]([C:21]3[C:26]([Cl:27])=[CH:25][N:24]=[CH:23][C:22]=3[Cl:28])[OH:20])[CH2:8]2)[CH2:2][CH2:3][CH2:4][CH2:5][CH2:6]1, predict the reactants needed to synthesize it. The reactants are: [CH:1]1([C@H:7]2[CH2:11][N:10](C(OC(C)(C)C)=O)[C@H:9]([C@H:19]([C:21]3[C:26]([Cl:27])=[CH:25][N:24]=[CH:23][C:22]=3[Cl:28])[OH:20])[CH2:8]2)[CH2:6][CH2:5][CH2:4][CH2:3][CH2:2]1.N1CCCC1.[C:34]([OH:40])([C:36]([F:39])([F:38])[F:37])=[O:35]. (5) Given the product [NH3:1].[Cl:32][C:33]1[CH:34]=[C:35]([C:40]2[CH:41]=[C:42]([C:60]([NH2:62])=[O:61])[C:43]3[NH:44][C:45]4[CH:46]=[C:47]([N:53]5[CH2:54][CH2:55][N:56]([CH3:59])[CH2:57][CH2:58]5)[CH:48]=[CH:49][C:50]=4[C:51]=3[N:52]=2)[CH:36]=[CH:37][C:38]=1[O:39][CH2:70][CH2:69][N:66]1[CH2:67][CH2:68][O:63][CH2:64][CH2:65]1, predict the reactants needed to synthesize it. The reactants are: [N:1](C(OCC)=O)=NC(OCC)=O.C1(P(C2C=CC=CC=2)C2C=CC=CC=2)C=CC=CC=1.[Cl:32][C:33]1[CH:34]=[C:35]([C:40]2[CH:41]=[C:42]([C:60]([NH2:62])=[O:61])[C:43]3[NH:44][C:45]4[CH:46]=[C:47]([N:53]5[CH2:58][CH2:57][N:56]([CH3:59])[CH2:55][CH2:54]5)[CH:48]=[CH:49][C:50]=4[C:51]=3[N:52]=2)[CH:36]=[CH:37][C:38]=1[OH:39].[O:63]1[CH2:68][CH2:67][N:66]([CH2:69][CH2:70]O)[CH2:65][CH2:64]1.C(O)(C(F)(F)F)=O.